Task: Predict the product of the given reaction.. Dataset: Forward reaction prediction with 1.9M reactions from USPTO patents (1976-2016) (1) Given the reactants C([O:3][C:4](=[O:47])[CH2:5][CH2:6][CH2:7][NH:8][C@H:9]([C:41]1[CH:46]=[CH:45][CH:44]=[CH:43][CH:42]=1)[CH2:10][N:11]1[C:16](=[O:17])[C:15]([C:18]2[CH:23]=[CH:22][CH:21]=[C:20]([O:24][CH3:25])[C:19]=2[F:26])=[C:14]([CH3:27])[N:13]([CH2:28][C:29]2[C:34]([C:35]([F:38])([F:37])[F:36])=[CH:33][CH:32]=[CH:31][C:30]=2[F:39])[C:12]1=[O:40])C.[OH-].[Na+:49].O, predict the reaction product. The product is: [Na+:49].[F:26][C:19]1[C:20]([O:24][CH3:25])=[CH:21][CH:22]=[CH:23][C:18]=1[C:15]1[C:16](=[O:17])[N:11]([CH2:10][C@H:9]([NH:8][CH2:7][CH2:6][CH2:5][C:4]([O-:47])=[O:3])[C:41]2[CH:42]=[CH:43][CH:44]=[CH:45][CH:46]=2)[C:12](=[O:40])[N:13]([CH2:28][C:29]2[C:34]([C:35]([F:38])([F:36])[F:37])=[CH:33][CH:32]=[CH:31][C:30]=2[F:39])[C:14]=1[CH3:27]. (2) The product is: [CH2:11]1[NH:19][CH2:18][CH2:17][N:16]2[CH2:20][CH2:21][N:13]([CH2:14][CH2:15]2)[CH2:12]1.[C:1]([OH:10])(=[O:9])[CH2:2][CH2:3][CH2:4][CH2:5][CH2:6][CH2:7][CH3:8].[C:1]([OH:10])(=[O:9])[CH2:2][CH2:3][CH2:4][CH2:5][CH2:6][CH2:7][CH3:8]. Given the reactants [C:1]([OH:10])(=[O:9])[CH2:2][CH2:3][CH2:4][CH2:5][CH2:6][CH2:7][CH3:8].[CH2:11]1[NH:19][CH2:18][CH2:17][N:16]2[CH2:20][CH2:21][N:13]([CH2:14][CH2:15]2)[CH2:12]1, predict the reaction product.